This data is from Forward reaction prediction with 1.9M reactions from USPTO patents (1976-2016). The task is: Predict the product of the given reaction. The product is: [NH:13]1[CH2:14][CH2:15][N:11]=[C:12]1[CH2:16][CH:17]([C:24]1[C:3]2[CH2:2][CH2:1][O:6][C:4]=2[CH:5]=[C:26]([NH:9][CH2:8][CH2:1][CH2:2][CH2:3][CH3:4])[CH:25]=1)[C:18]1[CH:23]=[CH:22][CH:21]=[CH:20][N:19]=1. Given the reactants [CH:1](=[O:6])[CH2:2][CH2:3][CH2:4][CH3:5].[BH3-][C:8]#[N:9].[Na+].[NH:11]1[CH2:15][CH2:14][N:13]=[C:12]1[CH2:16][CH:17]([C:24]1C2OCCC=2C=[C:26](N)[CH:25]=1)[C:18]1[CH:23]=[CH:22][CH:21]=[CH:20][N:19]=1.N#N, predict the reaction product.